This data is from Reaction yield outcomes from USPTO patents with 853,638 reactions. The task is: Predict the reaction yield, written as a fraction of the theoretical maximum amount of product (1.0 means a 100% yield; for example, 0.34 means a 34% yield). (1) The reactants are C[N:2]1[CH2:8][CH:7]=[C:6](C2C=CC(C)=CC=2)[C:5]2[CH:16]=[CH:17][C:18](N3CCN(C4N=CC=CN=4)CC3)=[CH:19][C:4]=2[CH2:3]1. The catalyst is C(O)C.[OH-].[Pd+2].[OH-]. The product is [NH:2]1[C:3]2[CH:4]=[CH:19][CH:18]=[CH:17][C:16]=2[CH:5]=[CH:6][CH:7]=[CH:8]1. The yield is 0.420. (2) The reactants are [CH3:1][N:2]1[CH2:7][CH2:6][O:5][CH2:4][CH2:3]1.[Cl:8][C:9]1[N:14]=[C:13]([O:15][CH3:16])[N:12]=[C:11]([O:17][CH3:18])[N:10]=1. The catalyst is C1COCC1. The product is [Cl-:8].[CH3:18][O:17][C:11]1[N:12]=[C:13]([O:15][CH3:16])[N:14]=[C:9]([N+:2]2([CH3:1])[CH2:7][CH2:6][O:5][CH2:4][CH2:3]2)[N:10]=1. The yield is 1.00. (3) The yield is 0.880. The reactants are [OH:1][CH:2]([C:17]1[N:18]=[CH:19][N:20]([C:22]([C:35]2[CH:40]=[CH:39][CH:38]=[CH:37][CH:36]=2)([C:29]2[CH:34]=[CH:33][CH:32]=[CH:31][CH:30]=2)[C:23]2[CH:28]=[CH:27][CH:26]=[CH:25][CH:24]=2)[CH:21]=1)[C:3]1[CH:4]=[C:5]2[C:10](=[CH:11][CH:12]=1)[CH:9]=[C:8]([C:13]([NH:15][CH3:16])=[O:14])[CH:7]=[CH:6]2. The product is [CH3:16][NH:15][C:13]([C:8]1[CH:7]=[CH:6][C:5]2[C:10](=[CH:11][CH:12]=[C:3]([C:2]([C:17]3[N:18]=[CH:19][N:20]([C:22]([C:23]4[CH:28]=[CH:27][CH:26]=[CH:25][CH:24]=4)([C:29]4[CH:30]=[CH:31][CH:32]=[CH:33][CH:34]=4)[C:35]4[CH:40]=[CH:39][CH:38]=[CH:37][CH:36]=4)[CH:21]=3)=[O:1])[CH:4]=2)[CH:9]=1)=[O:14]. The catalyst is [O-2].[O-2].[Mn+4].C(OCC)(=O)C. (4) The reactants are [I:1][C:2]1[C:3](=[O:21])[C:4]2[C:9]([O:10][C:11]=1[C:12]1[CH:17]=[CH:16][CH:15]=[CH:14][CH:13]=1)=[C:8]1[NH:18][N:19]=[CH:20][C:7]1=[CH:6][CH:5]=2.[Cl:22][O-].[Na+]. The catalyst is CCO. The product is [Cl:22][C:20]1[C:7]2=[CH:6][CH:5]=[C:4]3[C:9]([O:10][C:11]([C:12]4[CH:17]=[CH:16][CH:15]=[CH:14][CH:13]=4)=[C:2]([I:1])[C:3]3=[O:21])=[C:8]2[NH:18][N:19]=1. The yield is 0.550. (5) The catalyst is Cl.O. The reactants are [C:1]([CH:4]([C:6]1[C:14]2[C:9](=[CH:10][CH:11]=[CH:12][CH:13]=2)[N:8]([CH3:15])[C:7]=1C(O)=O)[CH3:5])([OH:3])=[O:2]. The yield is 0.170. The product is [CH3:15][N:8]1[C:9]2[C:14](=[CH:13][CH:12]=[CH:11][CH:10]=2)[C:6]([CH:4]([CH3:5])[C:1]([OH:3])=[O:2])=[CH:7]1. (6) The reactants are BrC1[CH:3]=[C:4]([CH2:8][NH2:9])C=CC=1.[CH3:10][Li].[C:12]([Li])([CH3:15])([CH3:14])C.[B:17](OC)([O:20]C)[O:18]C.Cl. The catalyst is O1CCCC1. The product is [CH3:10][NH:9][C:8]1[CH:4]=[C:3]([B:17]([OH:20])[OH:18])[CH:15]=[CH:12][CH:14]=1. The yield is 0.400. (7) The reactants are [CH2:1]([C:3]1[N:4]([C:28]2[CH:33]=[CH:32][C:31]([OH:34])=[CH:30][CH:29]=2)[C:5](=[O:27])[C:6]([CH2:12][C:13]2[CH:18]=[CH:17][C:16]([C:19]3[C:20]([C:25]#[N:26])=[CH:21][CH:22]=[CH:23][CH:24]=3)=[CH:15][CH:14]=2)=[C:7]([CH2:9][CH2:10][CH3:11])[N:8]=1)[CH3:2].I[CH2:36][C:37]([CH3:40])([CH3:39])[CH3:38].C(=O)([O-])[O-].[Cs+].[Cs+]. The catalyst is CN(C)C(=O)C. The product is [CH3:36][C:37]([CH3:40])([CH3:39])[CH2:38][O:34][C:31]1[CH:32]=[CH:33][C:28]([N:4]2[C:5](=[O:27])[C:6]([CH2:12][C:13]3[CH:18]=[CH:17][C:16]([C:19]4[C:20]([C:25]#[N:26])=[CH:21][CH:22]=[CH:23][CH:24]=4)=[CH:15][CH:14]=3)=[C:7]([CH2:9][CH2:10][CH3:11])[N:8]=[C:3]2[CH2:1][CH3:2])=[CH:29][CH:30]=1. The yield is 0.870.